Dataset: Reaction yield outcomes from USPTO patents with 853,638 reactions. Task: Predict the reaction yield, written as a fraction of the theoretical maximum amount of product (1.0 means a 100% yield; for example, 0.34 means a 34% yield). (1) The reactants are CC1(C)[O:9][C:8](=[O:10])[C:5]2([CH2:7][CH2:6]2)[C:4](=[O:11])O1.[NH2:13][C:14]1[CH:19]=[CH:18][CH:17]=[C:16]([CH3:20])[CH:15]=1. The catalyst is C(O)C. The product is [O:11]=[C:4]1[CH:5]([C:8]([OH:9])=[O:10])[CH2:7][CH2:6][N:13]1[C:14]1[CH:15]=[C:16]([CH3:20])[CH:17]=[CH:18][CH:19]=1. The yield is 0.840. (2) The reactants are O=[C:2]([C:6]1([C:9]([F:12])([F:11])[F:10])[CH2:8][CH2:7]1)[CH2:3][C:4]#[N:5].[OH-:13].[Na+].C(O)C.S(O)(O)(=O)=O.[NH2:23]O. The catalyst is O. The product is [F:10][C:9]([F:12])([F:11])[C:6]1([C:2]2[CH:3]=[C:4]([NH2:5])[O:13][N:23]=2)[CH2:8][CH2:7]1. The yield is 0.240. (3) The product is [OH:58][C:51]1[C:50]([CH2:49][NH:48][C:14](=[O:15])[C:13]2[CH:17]=[CH:18][C:10]([CH:8]([O:7][C:4]3[CH:5]=[C:26]([CH3:25])[CH:27]=[CH:2][CH:3]=3)[CH3:9])=[CH:11][CH:12]=2)=[C:55]([CH3:56])[CH:54]=[C:53]([CH3:57])[N:52]=1. The reactants are O1C[CH2:5][CH:4]([O:7][CH:8]([C:10]2[CH:18]=[CH:17][C:13]([C:14](O)=[O:15])=[CH:12][CH:11]=2)[CH3:9])[CH2:3][CH2:2]1.Cl.C(N=C=N[CH2:25][CH2:26][CH2:27]N(C)C)C.ON1C2C=CC=CC=2N=N1.C(N(CC)CC)C.[NH2:48][CH2:49][C:50]1[C:51]([OH:58])=[N:52][C:53]([CH3:57])=[CH:54][C:55]=1[CH3:56]. The yield is 0.820. The catalyst is ClCCl.